Dataset: Full USPTO retrosynthesis dataset with 1.9M reactions from patents (1976-2016). Task: Predict the reactants needed to synthesize the given product. (1) Given the product [C:16]1([C:20]2[CH:21]=[CH:22][CH:23]=[CH:24][CH:25]=2)[CH:17]=[CH:18][CH:19]=[C:14]([C:2]#[C:1][C:3]2[CH:4]=[C:5]([CH2:9][CH2:10][CH2:11][OH:12])[CH:6]=[CH:7][CH:8]=2)[CH:15]=1, predict the reactants needed to synthesize it. The reactants are: [C:1]([C:3]1[CH:4]=[C:5]([CH2:9][CH2:10][CH2:11][OH:12])[CH:6]=[CH:7][CH:8]=1)#[CH:2].Br[C:14]1[CH:15]=[C:16]([C:20]2[CH:25]=[CH:24][CH:23]=[CH:22][CH:21]=2)[CH:17]=[CH:18][CH:19]=1. (2) Given the product [CH2:3]([O:10][CH2:11][CH2:12][O:45][C:15]1[CH:24]=[C:23]2[C:18]([C:19](=[O:37])[NH:20][C:21]([C:25]3[CH:26]=[C:27]([CH3:36])[C:28]([OH:32])=[C:29]([CH3:31])[CH:30]=3)=[N:22]2)=[C:17]([O:38][CH3:39])[CH:16]=1)[C:4]1[CH:9]=[CH:8][CH:7]=[CH:6][CH:5]=1, predict the reactants needed to synthesize it. The reactants are: [H-].[Na+].[CH2:3]([O:10][CH:11](O)[CH3:12])[C:4]1[CH:9]=[CH:8][CH:7]=[CH:6][CH:5]=1.F[C:15]1[CH:24]=[C:23]2[C:18]([C:19](=[O:37])[NH:20][C:21]([C:25]3[CH:30]=[C:29]([CH3:31])[C:28]([O:32]COC)=[C:27]([CH3:36])[CH:26]=3)=[N:22]2)=[C:17]([O:38][CH3:39])[CH:16]=1.Cl.CN(C=[O:45])C. (3) Given the product [CH:20]1([NH:19][C:12]2[C:13]3[CH:18]=[N:17][CH:16]=[N:15][C:14]=3[N:9]([OH:8])[C:10](=[O:29])[CH:11]=2)[C:28]2[C:23](=[CH:24][CH:25]=[CH:26][CH:27]=2)[CH2:22][CH2:21]1, predict the reactants needed to synthesize it. The reactants are: C([O:8][N:9]1[C:14]2[N:15]=[CH:16][N:17]=[CH:18][C:13]=2[C:12]([NH:19][CH:20]2[C:28]3[C:23](=[CH:24][CH:25]=[CH:26][CH:27]=3)[CH2:22][CH2:21]2)=[CH:11][C:10]1=[O:29])C1C=CC=CC=1.[H][H]. (4) Given the product [ClH:1].[Cl:1][C:2]1[CH:7]=[CH:6][C:5]([NH:8][C:9]([NH:11][CH2:12][CH2:13][N:14]([CH2:16][CH2:17][NH:18][C:19]2[CH:24]=[C:23]([N:25]3[CH2:26][CH2:27][CH2:28][CH2:29]3)[N:22]=[C:21]([N:30]3[CH2:34][CH2:33][CH2:32][CH2:31]3)[N:20]=2)[CH3:15])=[O:10])=[CH:4][C:3]=1[C:35]([F:38])([F:36])[F:37], predict the reactants needed to synthesize it. The reactants are: [Cl:1][C:2]1[CH:7]=[CH:6][C:5]([NH:8][C:9]([NH:11][CH2:12][CH2:13][N:14]([CH2:16][CH2:17][NH:18][C:19]2[CH:24]=[C:23]([N:25]3[CH2:29][CH2:28][CH2:27][CH2:26]3)[N:22]=[C:21]([N:30]3[CH2:34][CH2:33][CH2:32][CH2:31]3)[N:20]=2)[CH3:15])=[O:10])=[CH:4][C:3]=1[C:35]([F:38])([F:37])[F:36].Cl.CCOCC. (5) Given the product [Br:1][C:2]1[CH:3]=[C:4]2[C:5]([CH:25]([OH:26])[C:13]3[CH:14]=[C:15]([NH:18][S:19]([CH2:22][CH2:23][CH3:24])(=[O:21])=[O:20])[CH:16]=[CH:17][C:12]=3[F:11])=[CH:6][NH:7][C:8]2=[N:9][CH:10]=1, predict the reactants needed to synthesize it. The reactants are: [Br:1][C:2]1[CH:3]=[C:4]2[C:8](=[N:9][CH:10]=1)[NH:7][CH:6]=[CH:5]2.[F:11][C:12]1[CH:17]=[CH:16][C:15]([NH:18][S:19]([CH2:22][CH2:23][CH3:24])(=[O:21])=[O:20])=[CH:14][C:13]=1[CH:25]=[O:26].[OH-].[K+].Cl. (6) Given the product [CH3:23][O:21][C:20](=[O:22])[CH2:19][C:16]1[CH:15]=[CH:14][C:13]([O:12][CH2:5][C:6]2[CH:7]=[CH:8][CH:9]=[CH:10][CH:11]=2)=[CH:18][CH:17]=1, predict the reactants needed to synthesize it. The reactants are: S(Cl)(Cl)=O.[CH2:5]([O:12][C:13]1[CH:18]=[CH:17][C:16]([CH2:19][C:20]([OH:22])=[O:21])=[CH:15][CH:14]=1)[C:6]1[CH:11]=[CH:10][CH:9]=[CH:8][CH:7]=1.[CH3:23]O. (7) Given the product [Br:19][C:7]1[CH:6]=[CH:5][C:4]([NH2:8])=[C:3]([N+:9]([O-:11])=[O:10])[C:2]=1[F:1], predict the reactants needed to synthesize it. The reactants are: [F:1][C:2]1[C:3]([N+:9]([O-:11])=[O:10])=[C:4]([NH2:8])[CH:5]=[CH:6][CH:7]=1.C1C(=O)N([Br:19])C(=O)C1.O. (8) Given the product [N:23]1([CH2:30][CH2:31][N:32]2[CH2:33][CH2:34][CH:35]([NH:38][C:17]([C:11]3[NH:12][C:13]4[C:9]([CH:10]=3)=[C:8]([O:7][CH2:6][C:2]3[O:1][CH:5]=[CH:4][CH:3]=3)[CH:16]=[CH:15][CH:14]=4)=[O:19])[CH2:36][CH2:37]2)[CH2:29][CH2:28][CH2:27][CH2:26][CH2:25][CH2:24]1, predict the reactants needed to synthesize it. The reactants are: [O:1]1[CH:5]=[CH:4][CH:3]=[C:2]1[CH2:6][O:7][C:8]1[CH:16]=[CH:15][CH:14]=[C:13]2[C:9]=1[CH:10]=[C:11]([C:17]([OH:19])=O)[NH:12]2.Cl.Cl.Cl.[N:23]1([CH2:30][CH2:31][N:32]2[CH2:37][CH2:36][CH:35]([NH2:38])[CH2:34][CH2:33]2)[CH2:29][CH2:28][CH2:27][CH2:26][CH2:25][CH2:24]1. (9) Given the product [C:16]([N:19]1[C:27]2[C:22](=[CH:23][C:24]([CH2:28][CH2:29][N:4]3[CH2:5][CH2:6][N:1]([C:7]([O:9][C:22]([CH3:27])([CH3:23])[CH3:21])=[O:8])[CH2:2][CH2:3]3)=[CH:25][CH:26]=2)[CH2:21][CH2:20]1)(=[O:18])[CH3:17], predict the reactants needed to synthesize it. The reactants are: [N:1]1([C:7]([OH:9])=[O:8])[CH2:6][CH2:5][NH:4][CH2:3][CH2:2]1.C(=O)([O-])[O-].[K+].[K+].[C:16]([N:19]1[C:27]2[C:22](=[CH:23][C:24]([C:28](=O)[CH2:29]Br)=[CH:25][CH:26]=2)[CH2:21][CH2:20]1)(=[O:18])[CH3:17].